Predict the reaction yield, written as a fraction of the theoretical maximum amount of product (1.0 means a 100% yield; for example, 0.34 means a 34% yield). From a dataset of Reaction yield outcomes from USPTO patents with 853,638 reactions. (1) The reactants are [CH3:1][CH:2]1[CH:7]=[C:6]([CH3:8])[CH2:5][CH2:4][C:3]1([CH2:11][OH:12])[CH:9]=[CH2:10].C(N(CC)CC)C.[CH3:20][C:21](OC(C)=O)=[O:22]. The catalyst is CN(C1C=CN=CC=1)C.CCOCC. The product is [C:21]([O:12][CH2:11][C:3]1([CH:9]=[CH2:10])[CH2:4][CH2:5][C:6]([CH3:8])=[CH:7][CH:2]1[CH3:1])(=[O:22])[CH3:20]. The yield is 0.860. (2) The reactants are Cl[C:2]1[C:7]2[S:8][C:9]3[N:10]=[C:11]([CH3:21])[C:12]4[CH2:13][CH2:14][C:15]([CH3:20])([CH3:19])[CH2:16][C:17]=4[C:18]=3[C:6]=2[N:5]=[CH:4][N:3]=1.[N:22]1([CH2:28][CH2:29][NH2:30])[CH2:27][CH2:26][O:25][CH2:24][CH2:23]1. The catalyst is C(O)C. The product is [CH3:19][C:15]1([CH3:20])[CH2:14][CH2:13][C:12]2[C:11]([CH3:21])=[N:10][C:9]3[S:8][C:7]4[C:6](=[N:5][CH:4]=[N:3][C:2]=4[NH:30][CH2:29][CH2:28][N:22]4[CH2:27][CH2:26][O:25][CH2:24][CH2:23]4)[C:18]=3[C:17]=2[CH2:16]1. The yield is 0.950. (3) The reactants are Br[C:2]1[CH:14]=[C:13]2[C:5]([C:6]3[CH:7]=[CH:8][C:9]([C:28]([O:30][CH3:31])=[O:29])=[CH:10][C:11]=3[N:12]2[CH:15]([C:22]2[CH:27]=[CH:26][CH:25]=[CH:24][CH:23]=2)[CH:16]2[CH2:21][CH2:20][O:19][CH2:18][CH2:17]2)=[C:4]([C:32]#[N:33])[CH:3]=1.[CH3:34][C:35]1[C:39](B(O)O)=[C:38]([CH3:43])[O:37][N:36]=1.P([O-])([O-])([O-])=O.[K+].[K+].[K+]. The catalyst is C1COCC1.C1C=CC(P(C2C=CC=CC=2)[C-]2C=CC=C2)=CC=1.C1C=CC(P(C2C=CC=CC=2)[C-]2C=CC=C2)=CC=1.Cl[Pd]Cl.[Fe+2].C(Cl)Cl. The product is [C:32]([C:4]1[CH:3]=[C:2]([C:39]2[C:35]([CH3:34])=[N:36][O:37][C:38]=2[CH3:43])[CH:14]=[C:13]2[C:5]=1[C:6]1[CH:7]=[CH:8][C:9]([C:28]([O:30][CH3:31])=[O:29])=[CH:10][C:11]=1[N:12]2[CH:15]([C:22]1[CH:27]=[CH:26][CH:25]=[CH:24][CH:23]=1)[CH:16]1[CH2:17][CH2:18][O:19][CH2:20][CH2:21]1)#[N:33]. The yield is 0.390.